From a dataset of NCI-60 drug combinations with 297,098 pairs across 59 cell lines. Regression. Given two drug SMILES strings and cell line genomic features, predict the synergy score measuring deviation from expected non-interaction effect. (1) Drug 1: C1=CC=C(C(=C1)C(C2=CC=C(C=C2)Cl)C(Cl)Cl)Cl. Drug 2: C#CCC(CC1=CN=C2C(=N1)C(=NC(=N2)N)N)C3=CC=C(C=C3)C(=O)NC(CCC(=O)O)C(=O)O. Cell line: OVCAR3. Synergy scores: CSS=-2.87, Synergy_ZIP=-0.508, Synergy_Bliss=-6.87, Synergy_Loewe=-4.86, Synergy_HSA=-7.33. (2) Drug 1: C1CN1P(=S)(N2CC2)N3CC3. Drug 2: B(C(CC(C)C)NC(=O)C(CC1=CC=CC=C1)NC(=O)C2=NC=CN=C2)(O)O. Cell line: SF-295. Synergy scores: CSS=59.0, Synergy_ZIP=-2.22, Synergy_Bliss=-0.446, Synergy_Loewe=-3.46, Synergy_HSA=1.67. (3) Drug 1: C1CC(=O)NC(=O)C1N2CC3=C(C2=O)C=CC=C3N. Drug 2: CC(C1=C(C=CC(=C1Cl)F)Cl)OC2=C(N=CC(=C2)C3=CN(N=C3)C4CCNCC4)N. Cell line: 786-0. Synergy scores: CSS=1.28, Synergy_ZIP=-1.77, Synergy_Bliss=-2.28, Synergy_Loewe=-1.77, Synergy_HSA=-1.75. (4) Drug 1: COC1=CC(=CC(=C1O)OC)C2C3C(COC3=O)C(C4=CC5=C(C=C24)OCO5)OC6C(C(C7C(O6)COC(O7)C8=CC=CS8)O)O. Drug 2: C1C(C(OC1N2C=NC(=NC2=O)N)CO)O. Cell line: SF-295. Synergy scores: CSS=54.7, Synergy_ZIP=-2.08, Synergy_Bliss=-0.0728, Synergy_Loewe=-14.0, Synergy_HSA=2.61. (5) Drug 2: C1=C(C(=O)NC(=O)N1)N(CCCl)CCCl. Synergy scores: CSS=9.69, Synergy_ZIP=-2.09, Synergy_Bliss=-0.409, Synergy_Loewe=-7.75, Synergy_HSA=-3.06. Drug 1: C1CCC(C1)C(CC#N)N2C=C(C=N2)C3=C4C=CNC4=NC=N3. Cell line: UACC-257. (6) Drug 1: CCC1(CC2CC(C3=C(CCN(C2)C1)C4=CC=CC=C4N3)(C5=C(C=C6C(=C5)C78CCN9C7C(C=CC9)(C(C(C8N6C)(C(=O)OC)O)OC(=O)C)CC)OC)C(=O)OC)O. Drug 2: CS(=O)(=O)CCNCC1=CC=C(O1)C2=CC3=C(C=C2)N=CN=C3NC4=CC(=C(C=C4)OCC5=CC(=CC=C5)F)Cl. Cell line: SK-OV-3. Synergy scores: CSS=37.7, Synergy_ZIP=0.235, Synergy_Bliss=1.29, Synergy_Loewe=3.38, Synergy_HSA=5.44. (7) Drug 1: C1=CC(=CC=C1CCCC(=O)O)N(CCCl)CCCl. Drug 2: CCC(=C(C1=CC=CC=C1)C2=CC=C(C=C2)OCCN(C)C)C3=CC=CC=C3.C(C(=O)O)C(CC(=O)O)(C(=O)O)O. Cell line: HOP-92. Synergy scores: CSS=31.3, Synergy_ZIP=-11.2, Synergy_Bliss=-5.31, Synergy_Loewe=-5.10, Synergy_HSA=-4.15. (8) Drug 1: CC12CCC3C(C1CCC2=O)CC(=C)C4=CC(=O)C=CC34C. Drug 2: CCCS(=O)(=O)NC1=C(C(=C(C=C1)F)C(=O)C2=CNC3=C2C=C(C=N3)C4=CC=C(C=C4)Cl)F. Cell line: SN12C. Synergy scores: CSS=45.5, Synergy_ZIP=2.03, Synergy_Bliss=1.79, Synergy_Loewe=-0.0954, Synergy_HSA=0.235.